This data is from Peptide-MHC class I binding affinity with 185,985 pairs from IEDB/IMGT. The task is: Regression. Given a peptide amino acid sequence and an MHC pseudo amino acid sequence, predict their binding affinity value. This is MHC class I binding data. (1) The peptide sequence is EYVKTRTNDW. The MHC is HLA-A23:01 with pseudo-sequence HLA-A23:01. The binding affinity (normalized) is 0.248. (2) The peptide sequence is GPMKLVMAFI. The MHC is HLA-B07:02 with pseudo-sequence HLA-B07:02. The binding affinity (normalized) is 0.589. (3) The peptide sequence is KTSLSNLLA. The MHC is HLA-A26:01 with pseudo-sequence HLA-A26:01. The binding affinity (normalized) is 0.0847. (4) The peptide sequence is LSDDSGLMV. The MHC is HLA-A26:01 with pseudo-sequence HLA-A26:01. The binding affinity (normalized) is 0.0847. (5) The peptide sequence is EFFGWAEGY. The MHC is HLA-A11:01 with pseudo-sequence HLA-A11:01. The binding affinity (normalized) is 0.0847. (6) The peptide sequence is AFDERRNKY. The MHC is HLA-A01:01 with pseudo-sequence HLA-A01:01. The binding affinity (normalized) is 0. (7) The binding affinity (normalized) is 0.0847. The peptide sequence is RLDARLQVL. The MHC is HLA-B27:03 with pseudo-sequence HLA-B27:03.